Dataset: Forward reaction prediction with 1.9M reactions from USPTO patents (1976-2016). Task: Predict the product of the given reaction. The product is: [CH2:1]([O:8][C:9]([N:11]([CH2:32][C:33]([N:35]1[CH2:39][C@@H:38]([F:40])[CH2:37][C@H:36]1[C:41]#[N:42])=[O:34])[C:12]12[CH2:19][CH2:18][C:15]([C:20]([NH:49][CH2:43][CH2:44][CH2:45][CH2:46][CH2:47][CH3:48])=[O:22])([CH2:14][CH2:13]1)[CH2:16][CH2:17]2)=[O:10])[C:2]1[CH:3]=[CH:4][CH:5]=[CH:6][CH:7]=1. Given the reactants [CH2:1]([O:8][C:9]([N:11]([CH2:32][C:33]([N:35]1[CH2:39][C@@H:38]([F:40])[CH2:37][C@H:36]1[C:41]#[N:42])=[O:34])[C:12]12[CH2:19][CH2:18][C:15]([C:20]([O:22]N3C4C=CC=CC=4N=N3)=O)([CH2:16][CH2:17]1)[CH2:14][CH2:13]2)=[O:10])[C:2]1[CH:7]=[CH:6][CH:5]=[CH:4][CH:3]=1.[CH2:43]([NH2:49])[CH2:44][CH2:45][CH2:46][CH2:47][CH3:48], predict the reaction product.